This data is from Forward reaction prediction with 1.9M reactions from USPTO patents (1976-2016). The task is: Predict the product of the given reaction. (1) Given the reactants Cl.C(O)C.[NH2:5][C:6]1[C:7]2[C:8]3[C:9](=[N:21][N:22]([CH2:24][C:25]4[C:30]([Cl:31])=[C:29]([O:32][CH3:33])[C:28]([CH3:34])=[CH:27][N:26]=4)[N:23]=2)[CH:10]=[C:11]([CH2:16][C:17]([NH:19][CH3:20])=[O:18])[C:12]=3[CH2:13][S:14][N:15]=1, predict the reaction product. The product is: [ClH:31].[NH2:5][C:6]1[C:7]2[C:8]3[C:9](=[N:21][N:22]([CH2:24][C:25]4[C:30]([Cl:31])=[C:29]([O:32][CH3:33])[C:28]([CH3:34])=[CH:27][N:26]=4)[N:23]=2)[CH:10]=[C:11]([CH2:16][C:17]([NH:19][CH3:20])=[O:18])[C:12]=3[CH2:13][S:14][N:15]=1. (2) Given the reactants C(O[BH-](OC(=O)C)OC(=O)C)(=O)C.[Na+].[CH3:15][NH:16][C:17]([C:19]1[CH:24]=[N:23][C:22]([O:25][CH2:26][C:27]2[CH:37]=[CH:36][C:30]3[CH2:31][CH2:32][NH:33][CH2:34][CH2:35][C:29]=3[CH:28]=2)=[CH:21][N:20]=1)=[O:18].[C:38]1(=O)[CH2:41][CH2:40][CH2:39]1.C(O)(=O)C, predict the reaction product. The product is: [CH:38]1([N:33]2[CH2:32][CH2:31][C:30]3[CH:36]=[CH:37][C:27]([CH2:26][O:25][C:22]4[N:23]=[CH:24][C:19]([C:17]([NH:16][CH3:15])=[O:18])=[N:20][CH:21]=4)=[CH:28][C:29]=3[CH2:35][CH2:34]2)[CH2:41][CH2:40][CH2:39]1.